From a dataset of Forward reaction prediction with 1.9M reactions from USPTO patents (1976-2016). Predict the product of the given reaction. (1) Given the reactants [Se](=O)=[O:2].[CH3:4][C:5]1[N:6]=[CH:7][C:8]([C:11]2[N:15]([C:16]3[CH:17]=[N:18][CH:19]=[CH:20][CH:21]=3)[N:14]=[C:13]([C:22]([O:24][CH2:25][CH3:26])=[O:23])[CH:12]=2)=[N:9][CH:10]=1.[OH2:27].C(Cl)(Cl)Cl, predict the reaction product. The product is: [C:4]([C:5]1[N:6]=[CH:7][C:8]([C:11]2[N:15]([C:16]3[CH:17]=[N:18][CH:19]=[CH:20][CH:21]=3)[N:14]=[C:13]([C:22]([O:24][CH2:25][CH3:26])=[O:23])[CH:12]=2)=[N:9][CH:10]=1)([OH:2])=[O:27]. (2) Given the reactants [NH2:1][C:2]1[C:3]([C:10]([NH:12][CH3:13])=[O:11])=[N:4][C:5]([C:8]#[N:9])=[CH:6][N:7]=1.[NH2:14][OH:15], predict the reaction product. The product is: [NH2:1][C:2]1[C:3]([C:10]([NH:12][CH3:13])=[O:11])=[N:4][C:5]([C:8]([NH:14][OH:15])=[NH:9])=[CH:6][N:7]=1.